From a dataset of Forward reaction prediction with 1.9M reactions from USPTO patents (1976-2016). Predict the product of the given reaction. (1) Given the reactants [O:1]1[CH2:6][CH2:5][CH2:4][O:3][CH:2]1[CH2:7][OH:8].[CH2:9](OCC(=O)C)C1C=CC=CC=1, predict the reaction product. The product is: [CH3:9][C:2]1([CH2:7][OH:8])[O:3][CH2:4][CH2:5][CH2:6][O:1]1. (2) Given the reactants C[O:2][C:3](=[O:32])[C:4]1[CH:9]=[CH:8][C:7]([C:10]2[C:19]3[C:14](=[CH:15][CH:16]=[C:17]([C:20]4[CH:25]=[CH:24][C:23]([O:26][CH3:27])=[C:22]([O:28][CH3:29])[CH:21]=4)[CH:18]=3)[N:13]=[CH:12][N:11]=2)=[CH:6][C:5]=1[O:30][CH3:31].[Li+].[OH-].Cl, predict the reaction product. The product is: [CH3:29][O:28][C:22]1[CH:21]=[C:20]([C:17]2[CH:18]=[C:19]3[C:14](=[CH:15][CH:16]=2)[N:13]=[CH:12][N:11]=[C:10]3[C:7]2[CH:8]=[CH:9][C:4]([C:3]([OH:32])=[O:2])=[C:5]([O:30][CH3:31])[CH:6]=2)[CH:25]=[CH:24][C:23]=1[O:26][CH3:27]. (3) Given the reactants [CH3:1][O:2][C:3](=[O:14])[C:4]1[CH:9]=[C:8](Br)[C:7]([F:11])=[CH:6][C:5]=1[O:12][CH3:13].[C:15]1(B(O)O)[CH:20]=[CH:19][CH:18]=[CH:17][CH:16]=1, predict the reaction product. The product is: [CH3:1][O:2][C:3]([C:4]1[CH:9]=[C:8]([C:15]2[CH:20]=[CH:19][CH:18]=[CH:17][CH:16]=2)[C:7]([F:11])=[CH:6][C:5]=1[O:12][CH3:13])=[O:14].